Task: Regression. Given a peptide amino acid sequence and an MHC pseudo amino acid sequence, predict their binding affinity value. This is MHC class II binding data.. Dataset: Peptide-MHC class II binding affinity with 134,281 pairs from IEDB The peptide sequence is EEQEQWKTANEAVQD. The MHC is HLA-DQA10501-DQB10303 with pseudo-sequence HLA-DQA10501-DQB10303. The binding affinity (normalized) is 0.269.